Dataset: Forward reaction prediction with 1.9M reactions from USPTO patents (1976-2016). Task: Predict the product of the given reaction. (1) Given the reactants [Br:1][C:2]1[CH:10]=[C:9]2[C:5]([C:6]([I:11])=[N:7][NH:8]2)=[CH:4][CH:3]=1.C(Cl)Cl.[Cl:15][C:16]1[CH:24]=[CH:23][CH:22]=[C:21]([C:25]([F:28])([F:27])[F:26])[C:17]=1[C:18](Cl)=[O:19], predict the reaction product. The product is: [Br:1][C:2]1[CH:10]=[C:9]2[C:5]([C:6]([I:11])=[N:7][N:8]2[C:18]([C:17]2[C:21]([C:25]([F:26])([F:27])[F:28])=[CH:22][CH:23]=[CH:24][C:16]=2[Cl:15])=[O:19])=[CH:4][CH:3]=1. (2) Given the reactants [NH2:1][C:2]1[CH:7]=[CH:6][CH:5]=[CH:4][C:3]=1[C:8]1[C:9]([CH2:14][C:15]([O:17]C)=O)=[N:10][O:11][C:12]=1[CH3:13], predict the reaction product. The product is: [CH3:13][C:12]1[O:11][N:10]=[C:9]2[CH2:14][C:15](=[O:17])[NH:1][C:2]3[CH:7]=[CH:6][CH:5]=[CH:4][C:3]=3[C:8]=12. (3) The product is: [OH:15][C:16]1[CH:21]=[C:20]([CH3:22])[N:13]([C:11]2[C:10]([CH3:14])=[N:9][NH:8][CH:12]=2)[C:18](=[O:19])[CH:17]=1. Given the reactants C(OC([N:8]1[CH:12]=[C:11]([NH2:13])[C:10]([CH3:14])=[N:9]1)=O)(C)(C)C.[OH:15][C:16]1[CH:21]=[C:20]([CH3:22])[O:19][C:18](=O)[CH:17]=1, predict the reaction product. (4) Given the reactants [NH2:1][C:2]1[N:7]=[C:6]([C:8]2[CH:17]=[C:16]3[C:11]([CH2:12][CH2:13][N:14]([C:18](OC4C=CC([N+]([O-])=O)=CC=4)=[O:19])[CH2:15]3)=[CH:10][CH:9]=2)[CH:5]=[C:4]([N:30]2[CH2:35][CH2:34][N:33]([CH3:36])[CH2:32][CH2:31]2)[N:3]=1.[C:37]1([CH:43]2[CH2:48][CH2:47][NH:46][CH2:45][CH2:44]2)[CH:42]=[CH:41][CH:40]=[CH:39][CH:38]=1.C(N(CC)C(C)C)(C)C, predict the reaction product. The product is: [CH3:36][N:33]1[CH2:34][CH2:35][N:30]([C:4]2[CH:5]=[C:6]([C:8]3[CH:17]=[C:12]4[C:11]([CH2:16][CH2:15][N:14]([C:18]([N:46]5[CH2:47][CH2:48][CH:43]([C:37]6[CH:42]=[CH:41][CH:40]=[CH:39][CH:38]=6)[CH2:44][CH2:45]5)=[O:19])[CH2:13]4)=[CH:10][CH:9]=3)[N:7]=[C:2]([NH2:1])[N:3]=2)[CH2:31][CH2:32]1. (5) The product is: [Br:1][C:2]1[O:6][C:5]([C:7]([C:9]2[C:10]([Cl:15])=[N:11][CH:12]=[N:13][CH:14]=2)=[O:8])=[CH:4][CH:3]=1. Given the reactants [Br:1][C:2]1[O:6][C:5]([CH:7]([C:9]2[C:10]([Cl:15])=[N:11][CH:12]=[N:13][CH:14]=2)[OH:8])=[CH:4][CH:3]=1, predict the reaction product. (6) Given the reactants [I:1][C:2]1[CH:3]=[C:4]2[C:9](=[CH:10][CH:11]=1)[N:8]([CH3:12])[C:7](=[O:13])[NH:6][C:5]2=[O:14].C(=O)([O-])[O-].[Cs+].[Cs+].[Br:21][C:22]1[CH:29]=[CH:28][C:25]([CH2:26]Br)=[CH:24][CH:23]=1.O, predict the reaction product. The product is: [Br:21][C:22]1[CH:29]=[CH:28][C:25]([CH2:26][N:6]2[C:5](=[O:14])[C:4]3[C:9](=[CH:10][CH:11]=[C:2]([I:1])[CH:3]=3)[N:8]([CH3:12])[C:7]2=[O:13])=[CH:24][CH:23]=1. (7) The product is: [CH3:43][CH:44]1[C:53]2[C:48](=[CH:49][CH:50]=[CH:51][CH:52]=2)[CH:47]([C:54]2[CH:59]=[CH:58][CH:57]=[CH:56][CH:55]=2)[N:46]([C:28](=[O:30])[CH2:27][CH2:26][C:25]([NH:31][CH2:32][C:33]2[CH:38]=[CH:37][CH:36]=[C:35]([C:39]([F:42])([F:41])[F:40])[CH:34]=2)=[O:24])[CH2:45]1. Given the reactants C(Cl)CCl.CCN(C(C)C)C(C)C.C1C=CC2N(O)N=NC=2C=1.[O:24]=[C:25]([NH:31][CH2:32][C:33]1[CH:38]=[CH:37][CH:36]=[C:35]([C:39]([F:42])([F:41])[F:40])[CH:34]=1)[CH2:26][CH2:27][C:28]([OH:30])=O.[CH3:43][CH:44]1[C:53]2[C:48](=[CH:49][CH:50]=[CH:51][CH:52]=2)[CH:47]([C:54]2[CH:59]=[CH:58][CH:57]=[CH:56][CH:55]=2)[NH:46][CH2:45]1, predict the reaction product. (8) Given the reactants [NH2:1][C:2]([C:4]1[O:8][C:7]([C@@H:9]([NH:14]C(=O)OC(C)(C)C)[C:10]([CH3:13])([CH3:12])[CH3:11])=[N:6][N:5]=1)=[O:3].[ClH:22], predict the reaction product. The product is: [ClH:22].[NH2:14][C@H:9]([C:7]1[O:8][C:4]([C:2]([NH2:1])=[O:3])=[N:5][N:6]=1)[C:10]([CH3:13])([CH3:12])[CH3:11].